Task: Predict which catalyst facilitates the given reaction.. Dataset: Catalyst prediction with 721,799 reactions and 888 catalyst types from USPTO (1) Reactant: Cl[C:2]1[C:11]2[C:6](=[CH:7][CH:8]=[C:9]([S:12][C:13]3[N:17]4[CH:18]=[C:19]([C:22]5[CH:23]=[N:24][N:25]([CH3:27])[CH:26]=5)[CH:20]=[CH:21][C:16]4=[N:15][N:14]=3)[CH:10]=2)[N:5]=[CH:4][C:3]=1[N:28]1[CH2:33][CH2:32][N:31]([C:34](=[O:36])[CH3:35])[CH2:30][CH2:29]1.[CH3:37][O-:38].[Na+]. Product: [CH3:37][O:38][C:2]1[C:11]2[C:6](=[CH:7][CH:8]=[C:9]([S:12][C:13]3[N:17]4[CH:18]=[C:19]([C:22]5[CH:23]=[N:24][N:25]([CH3:27])[CH:26]=5)[CH:20]=[CH:21][C:16]4=[N:15][N:14]=3)[CH:10]=2)[N:5]=[CH:4][C:3]=1[N:28]1[CH2:33][CH2:32][N:31]([C:34](=[O:36])[CH3:35])[CH2:30][CH2:29]1. The catalyst class is: 5. (2) Reactant: CS(O[CH2:6][CH2:7][CH2:8][S:9]([CH2:12][C:13]1[CH:18]=[CH:17][C:16]([CH3:19])=[CH:15][CH:14]=1)(=[O:11])=[O:10])(=O)=O.[NH:20]1[CH2:24][CH2:23][CH2:22][CH2:21]1. Product: [CH3:19][C:16]1[CH:17]=[CH:18][C:13]([CH2:12][S:9]([CH2:8][CH2:7][CH2:6][N:20]2[CH2:24][CH2:23][CH2:22][CH2:21]2)(=[O:11])=[O:10])=[CH:14][CH:15]=1. The catalyst class is: 2.